This data is from Full USPTO retrosynthesis dataset with 1.9M reactions from patents (1976-2016). The task is: Predict the reactants needed to synthesize the given product. (1) Given the product [CH2:5]([O:7][C:8](=[O:25])[CH2:9][O:10][C:11]1[CH:16]=[CH:15][C:14]([O:17][CH2:3][CH:2]=[CH2:1])=[CH:13][C:12]=1[O:18][CH2:19][C:20]([O:22][CH2:23][CH3:24])=[O:21])[CH3:6], predict the reactants needed to synthesize it. The reactants are: [CH2:1](Br)[CH:2]=[CH2:3].[CH2:5]([O:7][C:8](=[O:25])[CH2:9][O:10][C:11]1[CH:16]=[CH:15][C:14]([OH:17])=[CH:13][C:12]=1[O:18][CH2:19][C:20]([O:22][CH2:23][CH3:24])=[O:21])[CH3:6].C([O-])([O-])=O.[K+].[K+].O. (2) Given the product [Br:1][C:2]1[CH:7]=[C:6]2[C:5](=[CH:4][CH:3]=1)[O:11][CH:18]([CH:14]1[CH2:15][CH2:16][CH2:17][O:12][CH2:13]1)[CH2:9][C:8]2=[O:10], predict the reactants needed to synthesize it. The reactants are: [Br:1][C:2]1[CH:3]=[CH:4][C:5]([OH:11])=[C:6]([C:8](=[O:10])[CH3:9])[CH:7]=1.[O:12]1[CH2:17][CH2:16][CH2:15][CH:14]([CH:18]=O)[CH2:13]1.N1CCCC1.